This data is from Full USPTO retrosynthesis dataset with 1.9M reactions from patents (1976-2016). The task is: Predict the reactants needed to synthesize the given product. (1) Given the product [C:29]1([C:39]2[CH:44]=[CH:43][CH:42]=[CH:41][CH:40]=2)[CH:34]=[CH:33][C:32]([S:35]([N:21]2[CH2:20][CH2:19][S:18][C@H:17]2[C:15]([NH:14][C@H:7]([C:1]2[CH:2]=[CH:3][CH:4]=[CH:5][CH:6]=2)[C:8]2[CH:13]=[CH:12][CH:11]=[CH:10][N:9]=2)=[O:16])(=[O:37])=[O:36])=[CH:31][CH:30]=1, predict the reactants needed to synthesize it. The reactants are: [C:1]1([C@@H:7]([NH:14][C:15]([C@H:17]2[N:21](C(OC(C)(C)C)=O)[CH2:20][CH2:19][S:18]2)=[O:16])[C:8]2[CH:13]=[CH:12][CH:11]=[CH:10][N:9]=2)[CH:6]=[CH:5][CH:4]=[CH:3][CH:2]=1.[C:29]1([C:39]2[CH:44]=[CH:43][CH:42]=[CH:41][CH:40]=2)[CH:34]=[CH:33][C:32]([S:35](Cl)(=[O:37])=[O:36])=[CH:31][CH:30]=1. (2) Given the product [Cl:1][C:2]1[CH:7]=[C:6]([F:8])[C:5]([F:9])=[CH:4][C:3]=1[S:10]([NH:14][C:15]1[CH:19]=[CH:18][S:17][C:16]=1[C:20]([O:22][CH3:23])=[O:21])(=[O:12])=[O:11], predict the reactants needed to synthesize it. The reactants are: [Cl:1][C:2]1[CH:7]=[C:6]([F:8])[C:5]([F:9])=[CH:4][C:3]=1[S:10](Cl)(=[O:12])=[O:11].[NH2:14][C:15]1[CH:19]=[CH:18][S:17][C:16]=1[C:20]([O:22][CH3:23])=[O:21].N1C=CC=CC=1. (3) Given the product [NH2:1][C:4]1[CH:9]=[C:8]([NH2:10])[CH:7]=[C:6]([NH2:13])[C:5]=1[C:16]1[CH:21]=[CH:20][C:19]([CH3:22])=[CH:18][CH:17]=1, predict the reactants needed to synthesize it. The reactants are: [N+:1]([C:4]1[CH:9]=[C:8]([N+:10]([O-])=O)[CH:7]=[C:6]([N+:13]([O-])=O)[C:5]=1[C:16]1[CH:21]=[CH:20][C:19]([CH3:22])=[CH:18][CH:17]=1)([O-])=O.Cl. (4) Given the product [Br:38][C:34]1[CH:33]=[C:32]([O:31][CH2:30][C@H:28]2[O:29][C@@H:12]([OH:11])[C@H:13]([OH:14])[C@@H:18]([OH:19])[C@@H:23]2[OH:24])[CH:37]=[CH:36][CH:35]=1, predict the reactants needed to synthesize it. The reactants are: C(N(CC)CC)C.C([O:11][C@@H:12]1[O:29][C@H:28]([CH2:30][O:31][C:32]2[CH:37]=[CH:36][CH:35]=[C:34]([Br:38])[CH:33]=2)[C@@H:23]([O:24]C(=O)C)[C@H:18]([O:19]C(=O)C)[C@H:13]1[O:14]C(=O)C)(=O)C.C(OCC)(=O)C.ClCCl. (5) Given the product [NH2:14][C:9]1[C:8]2[C:7]3[C:6](=[N:31][N:30]([CH2:32][C:33]4[C:38]([CH3:39])=[C:37]([O:40][CH3:41])[C:36]([CH3:42])=[CH:35][N:34]=4)[N:29]=2)[CH:5]=[C:4]([CH2:3][CH2:2][OH:1])[C:13]=3[CH2:12][S:11][N:10]=1, predict the reactants needed to synthesize it. The reactants are: [OH:1][CH2:2][CH2:3][C:4]1[C:13]2[CH2:12][S:11][N:10]=[C:9]([N:14](C(OC(C)(C)C)=O)C(OC(C)(C)C)=O)[C:8]3=[N:29][N:30]([CH2:32][C:33]4[C:38]([CH3:39])=[C:37]([O:40][CH3:41])[C:36]([CH3:42])=[CH:35][N:34]=4)[N:31]=[C:6]([C:7]=23)[CH:5]=1.FC(F)(F)C(O)=O. (6) Given the product [CH3:29][C:22]1[C:10]([CH3:9])=[CH:11][C:12]2[NH:13][C:7]([C:4]3[NH:5][N:6]=[C:2]([CH3:1])[CH:3]=3)=[N:31][C:15]=2[CH:23]=1, predict the reactants needed to synthesize it. The reactants are: [CH3:1][C:2]1[CH:3]=[C:4]([CH:7]=O)[NH:5][N:6]=1.[CH3:9][C:10]1[CH:11]=[C:12]([C:15](OCC)=O)[NH:13]N=1.N1C2[C:23](=CC=CC=2)[C:22]([CH:29]=O)=N1.[NH:31]1C2C(=CC=CC=2)C(C(OC)=O)=N1.